This data is from NCI-60 drug combinations with 297,098 pairs across 59 cell lines. The task is: Regression. Given two drug SMILES strings and cell line genomic features, predict the synergy score measuring deviation from expected non-interaction effect. (1) Drug 1: CNC(=O)C1=CC=CC=C1SC2=CC3=C(C=C2)C(=NN3)C=CC4=CC=CC=N4. Synergy scores: CSS=10.3, Synergy_ZIP=-6.50, Synergy_Bliss=-8.44, Synergy_Loewe=-9.76, Synergy_HSA=-8.57. Cell line: A498. Drug 2: CNC(=O)C1=NC=CC(=C1)OC2=CC=C(C=C2)NC(=O)NC3=CC(=C(C=C3)Cl)C(F)(F)F. (2) Drug 1: C1=CC(=CC=C1C#N)C(C2=CC=C(C=C2)C#N)N3C=NC=N3. Drug 2: CC1=C(C=C(C=C1)NC(=O)C2=CC=C(C=C2)CN3CCN(CC3)C)NC4=NC=CC(=N4)C5=CN=CC=C5. Cell line: OVCAR3. Synergy scores: CSS=5.42, Synergy_ZIP=-4.27, Synergy_Bliss=-9.79, Synergy_Loewe=-9.02, Synergy_HSA=-8.50. (3) Drug 1: C1=CC(=CC=C1CCC2=CNC3=C2C(=O)NC(=N3)N)C(=O)NC(CCC(=O)O)C(=O)O. Drug 2: CC(C1=C(C=CC(=C1Cl)F)Cl)OC2=C(N=CC(=C2)C3=CN(N=C3)C4CCNCC4)N. Cell line: IGROV1. Synergy scores: CSS=24.8, Synergy_ZIP=-6.57, Synergy_Bliss=-0.807, Synergy_Loewe=-6.53, Synergy_HSA=-0.752. (4) Drug 1: C1C(C(OC1N2C=NC3=C(N=C(N=C32)Cl)N)CO)O. Drug 2: CN(CCCl)CCCl.Cl. Synergy scores: CSS=39.2, Synergy_ZIP=-9.63, Synergy_Bliss=2.07, Synergy_Loewe=-15.1, Synergy_HSA=5.42. Cell line: SK-MEL-5. (5) Drug 1: CC1C(C(CC(O1)OC2CC(OC(C2O)C)OC3=CC4=CC5=C(C(=O)C(C(C5)C(C(=O)C(C(C)O)O)OC)OC6CC(C(C(O6)C)O)OC7CC(C(C(O7)C)O)OC8CC(C(C(O8)C)O)(C)O)C(=C4C(=C3C)O)O)O)O. Drug 2: C#CCC(CC1=CN=C2C(=N1)C(=NC(=N2)N)N)C3=CC=C(C=C3)C(=O)NC(CCC(=O)O)C(=O)O. Cell line: T-47D. Synergy scores: CSS=7.86, Synergy_ZIP=2.62, Synergy_Bliss=1.88, Synergy_Loewe=0.143, Synergy_HSA=0.668. (6) Drug 1: CC(C1=C(C=CC(=C1Cl)F)Cl)OC2=C(N=CC(=C2)C3=CN(N=C3)C4CCNCC4)N. Cell line: IGROV1. Drug 2: CS(=O)(=O)OCCCCOS(=O)(=O)C. Synergy scores: CSS=0.102, Synergy_ZIP=-5.04, Synergy_Bliss=-8.47, Synergy_Loewe=-11.4, Synergy_HSA=-9.15. (7) Cell line: HL-60(TB). Drug 2: CC12CCC3C(C1CCC2OP(=O)(O)O)CCC4=C3C=CC(=C4)OC(=O)N(CCCl)CCCl.[Na+]. Synergy scores: CSS=45.8, Synergy_ZIP=-5.09, Synergy_Bliss=-6.84, Synergy_Loewe=-23.7, Synergy_HSA=-4.45. Drug 1: C1=NC2=C(N1)C(=S)N=C(N2)N. (8) Drug 1: CCCS(=O)(=O)NC1=C(C(=C(C=C1)F)C(=O)C2=CNC3=C2C=C(C=N3)C4=CC=C(C=C4)Cl)F. Drug 2: C1CN(CCN1C(=O)CCBr)C(=O)CCBr. Cell line: LOX IMVI. Synergy scores: CSS=51.4, Synergy_ZIP=7.44, Synergy_Bliss=7.84, Synergy_Loewe=12.2, Synergy_HSA=14.5. (9) Drug 1: C1CC2CC3=C(CC1C24CN(S(=O)(=O)N4)CC(F)(F)F)C=CC(=C3)C=CCN5CCC(CC5)C(F)(F)F. Drug 2: CC(C)(C#N)C1=CC=C(C=C1)N2C3=C4C=C(C=CC4=NC=C3N(C2=O)C)C5=CC6=CC=CC=C6N=C5. Cell line: NCI-H460. Synergy scores: CSS=56.1, Synergy_ZIP=-0.463, Synergy_Bliss=-0.832, Synergy_Loewe=-0.283, Synergy_HSA=4.42.